Dataset: Forward reaction prediction with 1.9M reactions from USPTO patents (1976-2016). Task: Predict the product of the given reaction. (1) Given the reactants Br[C:2]1[CH:7]=[CH:6][C:5]([O:8][CH:9]([F:11])[F:10])=[CH:4][CH:3]=1.C([O-])(=O)C.[K+].[CH3:17][C:18]1([CH3:34])[C:22]([CH3:24])([CH3:23])[O:21][B:20]([B:20]2[O:21][C:22]([CH3:24])([CH3:23])[C:18]([CH3:34])([CH3:17])[O:19]2)[O:19]1, predict the reaction product. The product is: [F:10][CH:9]([F:11])[O:8][C:5]1[CH:6]=[CH:7][C:2]([B:20]2[O:21][C:22]([CH3:24])([CH3:23])[C:18]([CH3:34])([CH3:17])[O:19]2)=[CH:3][CH:4]=1. (2) Given the reactants [F:1][C:2]1[CH:3]=[CH:4][C:5]([N+:20]([O-])=O)=[C:6]([NH:8][C:9]2[C:10]([CH3:19])=[C:11]([CH:16]=[CH:17][CH:18]=2)[C:12]([O:14][CH3:15])=[O:13])[CH:7]=1, predict the reaction product. The product is: [NH2:20][C:5]1[CH:4]=[CH:3][C:2]([F:1])=[CH:7][C:6]=1[NH:8][C:9]1[C:10]([CH3:19])=[C:11]([CH:16]=[CH:17][CH:18]=1)[C:12]([O:14][CH3:15])=[O:13]. (3) Given the reactants [NH:1]([C:18]([O:20][C:21]([CH3:24])([CH3:23])[CH3:22])=[O:19])[C@H:2]([C:15]([OH:17])=O)[CH2:3][CH2:4][C:5](=[O:14])[O:6][CH2:7][C:8]1[CH:13]=[CH:12][CH:11]=[CH:10][CH:9]=1.F[P-](F)(F)(F)(F)F.N1(O[P+](N(C)C)(N(C)C)N(C)C)C2C=CC=CC=2N=N1.CCN(C(C)C)C(C)C.Cl.[NH2:62][CH2:63][C:64]1[CH:71]=[CH:70][C:67]([C:68]#[N:69])=[CH:66][CH:65]=1, predict the reaction product. The product is: [CH2:7]([O:6][C:5](=[O:14])[CH2:4][CH2:3][C@H:2]([NH:1][C:18]([O:20][C:21]([CH3:24])([CH3:23])[CH3:22])=[O:19])[C:15](=[O:17])[NH:69][CH2:68][C:67]1[CH:70]=[CH:71][C:64]([C:63]#[N:62])=[CH:65][CH:66]=1)[C:8]1[CH:9]=[CH:10][CH:11]=[CH:12][CH:13]=1. (4) The product is: [CH:4]1[C:3]2[C:12]3[N:16]([CH:22]=[N:1][C:2]=2[CH:7]=[CH:6][N:5]=1)[C:15]1[C:14](=[CH:20][CH:19]=[CH:18][CH:17]=1)[N:13]=3. Given the reactants [NH2:1][C:2]1[CH:7]=[C:6](C(C)(C)C)[N:5]=[CH:4][C:3]=1[C:12]1[NH:13][C:14]2[CH:20]=[CH:19][CH:18]=[CH:17][C:15]=2[N:16]=1.N[C:22]1C=CN=CC=1C1NC2C=CC=CC=2N=1.N, predict the reaction product. (5) Given the reactants [NH2:1][C@:2]([O:60][CH2:61][CH:62]=[CH2:63])([C:8]([NH:10][C@@H:11]([C:36]([NH:38][CH2:39][C:40]([NH:42]C(OCC1C2C(=CC=CC=2)C2C1=CC=CC=2)=O)=[O:41])=[O:37])[CH2:12][C:13](=[O:35])[NH:14][NH:15][C:16]([C:29]1[CH:34]=[CH:33][CH:32]=[CH:31][CH:30]=1)([C:23]1[CH:28]=[CH:27][CH:26]=[CH:25][CH:24]=1)[C:17]1[CH:22]=[CH:21][CH:20]=[CH:19][CH:18]=1)=[O:9])[CH2:3][CH2:4][C:5](=[O:7])[OH:6], predict the reaction product. The product is: [CH3:39][N:38]1[CH2:36][CH2:11][CH2:12][CH2:13]1.[NH2:1][C@:2]([O:60][CH2:61][CH:62]=[CH2:63])([C:8]([NH:10][C@@H:11]([C:36]([NH:38][CH2:39][C:40]([NH2:42])=[O:41])=[O:37])[CH2:12][C:13](=[O:35])[NH:14][NH:15][C:16]([C:23]1[CH:28]=[CH:27][CH:26]=[CH:25][CH:24]=1)([C:17]1[CH:18]=[CH:19][CH:20]=[CH:21][CH:22]=1)[C:29]1[CH:34]=[CH:33][CH:32]=[CH:31][CH:30]=1)=[O:9])[CH2:3][CH2:4][C:5](=[O:6])[OH:7]. (6) Given the reactants [CH2:1]([S:3][C:4]1[CH:9]=[CH:8][CH:7]=[CH:6][C:5]=1[C:10]1[N:24]([CH3:25])[C:13]2=[N:14][CH:15]=[C:16]([CH:18](O)[C:19]([F:22])([F:21])[F:20])[CH:17]=[C:12]2[N:11]=1)[CH3:2].C1(C)C=CC=CC=1.S(Cl)([Cl:35])=O.C(=O)([O-])O.[Na+], predict the reaction product. The product is: [Cl:35][CH:18]([C:16]1[CH:17]=[C:12]2[N:11]=[C:10]([C:5]3[CH:6]=[CH:7][CH:8]=[CH:9][C:4]=3[S:3][CH2:1][CH3:2])[N:24]([CH3:25])[C:13]2=[N:14][CH:15]=1)[C:19]([F:22])([F:21])[F:20].